Dataset: Full USPTO retrosynthesis dataset with 1.9M reactions from patents (1976-2016). Task: Predict the reactants needed to synthesize the given product. Given the product [CH3:23][C:19]1[C:18]([C:24]#[C:25][CH2:26][CH2:27][CH3:28])=[C:17]([CH:22]=[CH:21][CH:20]=1)[C:16]([NH:15][C:6]1([C:4]([OH:5])=[O:3])[CH2:14][C:13]2[C:8](=[CH:9][CH:10]=[CH:11][CH:12]=2)[CH2:7]1)=[O:29], predict the reactants needed to synthesize it. The reactants are: C([O:3][C:4]([C:6]1([NH:15][C:16](=[O:29])[C:17]2[CH:22]=[CH:21][CH:20]=[C:19]([CH3:23])[C:18]=2[C:24]#[C:25][CH2:26][CH2:27][CH3:28])[CH2:14][C:13]2[C:8](=[CH:9][CH:10]=[CH:11][CH:12]=2)[CH2:7]1)=[O:5])C.[OH-].[K+].O.